This data is from Catalyst prediction with 721,799 reactions and 888 catalyst types from USPTO. The task is: Predict which catalyst facilitates the given reaction. (1) Reactant: [Cl:1][C:2]1[N:7]=[CH:6][N:5]=[C:4]([Cl:8])C=1.[SH:9][C:10]1[CH:15]=[CH:14][C:13]([NH:16][C:17]([CH:19]2[CH2:21][CH2:20]2)=[O:18])=[CH:12][CH:11]=1.C([N:24](CC)CC)C.O. Product: [Cl:1][C:2]1[N:24]=[C:4]([Cl:8])[N:5]=[C:6]([S:9][C:10]2[CH:11]=[CH:12][C:13]([NH:16][C:17]([CH:19]3[CH2:20][CH2:21]3)=[O:18])=[CH:14][CH:15]=2)[N:7]=1. The catalyst class is: 10. (2) Reactant: [NH:1]1[C:9]2[CH2:8][CH2:7][CH2:6][CH2:5][C:4]=2[CH2:3][C@H:2]1[C:10]([O:12][CH2:13][C:14]1[CH:19]=[CH:18][CH:17]=[CH:16][CH:15]=1)=[O:11].C(N(C(C)C)CC)(C)C.[Br:29][C@H:30]([CH3:34])[C:31](Cl)=[O:32]. Product: [Br:29][C@H:30]([CH3:34])[C:31]([N:1]1[C:9]2[CH2:8][CH2:7][CH2:6][CH2:5][C:4]=2[CH2:3][C@H:2]1[C:10]([O:12][CH2:13][C:14]1[CH:19]=[CH:18][CH:17]=[CH:16][CH:15]=1)=[O:11])=[O:32]. The catalyst class is: 4. (3) Reactant: [F:1][C:2]1[CH:3]=[CH:4][C:5]([C:8]2[C:12]([C:13](O)=[O:14])=[C:11](/[CH:16]=[CH:17]/[C:18]3[CH:23]=[CH:22][CH:21]=[CH:20][CH:19]=3)[O:10][N:9]=2)=[N:6][CH:7]=1.C(N(CC)CC)C.ClC(OCC)=O.[BH4-].[Na+].[OH-].[Na+]. Product: [F:1][C:2]1[CH:3]=[CH:4][C:5]([C:8]2[C:12]([CH2:13][OH:14])=[C:11](/[CH:16]=[CH:17]/[C:18]3[CH:19]=[CH:20][CH:21]=[CH:22][CH:23]=3)[O:10][N:9]=2)=[N:6][CH:7]=1. The catalyst class is: 20. (4) Reactant: [CH3:1][O:2][C:3]1[CH:11]=[CH:10][C:6]([CH2:7][CH2:8][NH2:9])=[CH:5][CH:4]=1.[CH:12]1(I)[CH2:16][CH2:15][CH2:14][CH2:13]1. Product: [CH3:1][O:2][C:3]1[CH:11]=[CH:10][C:6]([CH2:7][CH2:8][NH:9][CH:12]2[CH2:16][CH2:15][CH2:14][CH2:13]2)=[CH:5][CH:4]=1. The catalyst class is: 496. (5) Reactant: [C:1]([C:3]([C:6]1[CH:7]=[C:8]([CH:21]=[CH:22][CH:23]=1)[C:9]([NH:11][C:12]1[CH:17]=[CH:16][CH:15]=[C:14]([NH:18][CH:19]=O)[CH:13]=1)=[O:10])([CH3:5])[CH3:4])#[N:2].C(=O)([O-])O.[Na+]. Product: [C:1]([C:3]([C:6]1[CH:7]=[C:8]([CH:21]=[CH:22][CH:23]=1)[C:9]([NH:11][C:12]1[CH:17]=[CH:16][CH:15]=[C:14]([NH:18][CH3:19])[CH:13]=1)=[O:10])([CH3:5])[CH3:4])#[N:2]. The catalyst class is: 7. (6) Reactant: [N-]=[C:2]=O.[Cl:4][C:5]1[C:6]([I:15])=[CH:7][C:8]([N+:12]([O-:14])=[O:13])=[C:9]([NH2:11])[CH:10]=1.[O:16]=[C:17](Cl)[O:18]C(Cl)(Cl)Cl.C(O)[CH2:25][CH2:26][CH3:27]. Product: [C:26]([O:18][C:17](=[O:16])[NH:11][C:9]1[CH:10]=[C:5]([Cl:4])[C:6]([I:15])=[CH:7][C:8]=1[N+:12]([O-:14])=[O:13])([CH3:25])([CH3:27])[CH3:2]. The catalyst class is: 795. (7) Reactant: [C:1]([O:5][C:6]([NH:8][CH2:9][C@H:10]1[CH2:15][CH2:14][C@H:13]([C:16]([NH:18][C@H:19]([C:38](=[O:51])[NH:39][C:40]2[CH:45]=[CH:44][C:43]([C:46]3[N:47]=[N:48][NH:49][N:50]=3)=[CH:42][CH:41]=2)[CH2:20][C:21]2[CH:26]=[CH:25][C:24]([C:27]3[CH:32]=[CH:31][C:30]([C:33]([O:35]C)=[O:34])=[CH:29][C:28]=3[CH3:37])=[CH:23][CH:22]=2)=[O:17])[CH2:12][CH2:11]1)=[O:7])([CH3:4])([CH3:3])[CH3:2].O.[OH-].[Li+]. Product: [C:1]([O:5][C:6]([NH:8][CH2:9][C@H:10]1[CH2:15][CH2:14][C@H:13]([C:16]([NH:18][C@H:19]([C:38](=[O:51])[NH:39][C:40]2[CH:41]=[CH:42][C:43]([C:46]3[N:47]=[N:48][NH:49][N:50]=3)=[CH:44][CH:45]=2)[CH2:20][C:21]2[CH:26]=[CH:25][C:24]([C:27]3[CH:32]=[CH:31][C:30]([C:33]([OH:35])=[O:34])=[CH:29][C:28]=3[CH3:37])=[CH:23][CH:22]=2)=[O:17])[CH2:12][CH2:11]1)=[O:7])([CH3:4])([CH3:2])[CH3:3]. The catalyst class is: 30. (8) Reactant: [Cl:1][C:2]1[CH:47]=[N:46][C:5]2[O:6][C:7]3([CH2:45][CH2:44]3)[C:8](=[O:43])[N:9]([CH:10]3[CH2:15][CH2:14][N:13]([C:16]([C:18]4[CH:23]=[CH:22][C:21]([C:24]5[CH:29]=[CH:28][CH:27]=[CH:26][C:25]=5[O:30][CH2:31][C:32]([CH3:41])([CH3:40])[C:33]([O:35]C(C)(C)C)=[O:34])=[CH:20][C:19]=4[CH3:42])=[O:17])[CH2:12][CH2:11]3)[C:4]=2[CH:3]=1.FC(F)(F)C(O)=O. Product: [Cl:1][C:2]1[CH:47]=[N:46][C:5]2[O:6][C:7]3([CH2:45][CH2:44]3)[C:8](=[O:43])[N:9]([CH:10]3[CH2:11][CH2:12][N:13]([C:16]([C:18]4[CH:23]=[CH:22][C:21]([C:24]5[CH:29]=[CH:28][CH:27]=[CH:26][C:25]=5[O:30][CH2:31][C:32]([CH3:40])([CH3:41])[C:33]([OH:35])=[O:34])=[CH:20][C:19]=4[CH3:42])=[O:17])[CH2:14][CH2:15]3)[C:4]=2[CH:3]=1. The catalyst class is: 4. (9) Reactant: Cl[C:2]1[C:7]([C:8]2[CH2:9][CH2:10][O:11][CH2:12][CH:13]=2)=[CH:6][CH:5]=[CH:4][N:3]=1.[OH:14][CH:15]1[CH2:18][N:17]([C:19]([O:21][C:22]([CH3:25])([CH3:24])[CH3:23])=[O:20])[CH2:16]1.CC(C)([O-])C.[Na+]. Product: [O:11]1[CH2:12][CH:13]=[C:8]([C:7]2[C:2]([O:14][CH:15]3[CH2:16][N:17]([C:19]([O:21][C:22]([CH3:25])([CH3:24])[CH3:23])=[O:20])[CH2:18]3)=[N:3][CH:4]=[CH:5][CH:6]=2)[CH2:9][CH2:10]1. The catalyst class is: 58. (10) Reactant: [CH3:1][O:2][C:3]([C:5]1[CH:6]=[CH:7][C:8](N)=[C:9]2[O:13][CH:12]=[CH:11][C:10]=12)=[O:4].[N:15]1C=CC=CC=1.[CH3:21][S:22](Cl)(=[O:24])=[O:23]. Product: [CH3:1][O:2][C:3]([C:5]1[CH:6]=[CH:7][C:8]([S:22]([CH3:21])(=[O:24])=[O:23])=[C:9]2[O:13][C:12]([NH2:15])=[CH:11][C:10]=12)=[O:4]. The catalyst class is: 4.